Task: Predict the product of the given reaction.. Dataset: Forward reaction prediction with 1.9M reactions from USPTO patents (1976-2016) (1) Given the reactants [NH2:1][C@H:2]1[CH2:7][CH2:6][CH2:5][NH:4][C@H:3]1[C:8]1[CH:13]=[CH:12][CH:11]=[CH:10][CH:9]=1.Cl[C:15]([O:17][CH2:18][C:19]1[CH:24]=[CH:23][CH:22]=[CH:21][CH:20]=1)=[O:16].C(N(C(C)C)CC)(C)C, predict the reaction product. The product is: [CH2:18]([O:17][C:15]([NH:1][C@H:2]1[CH2:7][CH2:6][CH2:5][NH:4][C@H:3]1[C:8]1[CH:13]=[CH:12][CH:11]=[CH:10][CH:9]=1)=[O:16])[C:19]1[CH:24]=[CH:23][CH:22]=[CH:21][CH:20]=1. (2) Given the reactants [CH2:1]([O:5][CH2:6][C@@H:7]([NH:12][C:13]([C@H:15]1[O:17][C@@H:16]1[C:18]([O:20]CC)=[O:19])=[O:14])[CH2:8][CH:9]([CH3:11])[CH3:10])[CH:2]([CH3:4])[CH3:3].C(=O)([O-])[O-].[Na+:27].[Na+], predict the reaction product. The product is: [CH2:1]([O:5][CH2:6][C@@H:7]([NH:12][C:13]([C@H:15]1[O:17][C@@H:16]1[C:18]([O-:20])=[O:19])=[O:14])[CH2:8][CH:9]([CH3:11])[CH3:10])[CH:2]([CH3:3])[CH3:4].[Na+:27]. (3) Given the reactants [CH:1]1([C@H:7]([NH:15][C:16]([C:18]2[CH:23]=[CH:22][C:21]([N+:24]([O-])=O)=[CH:20][C:19]=2[NH:27][C:28]([NH:30][C:31]2[C:36]([CH3:37])=[CH:35][C:34]([CH3:38])=[CH:33][C:32]=2[CH3:39])=[O:29])=[O:17])[C:8]([O:10][C:11]([CH3:14])([CH3:13])[CH3:12])=[O:9])[CH2:6][CH2:5][CH2:4][CH2:3][CH2:2]1, predict the reaction product. The product is: [NH2:24][C:21]1[CH:22]=[CH:23][C:18]([C:16]([NH:15][C@@H:7]([CH:1]2[CH2:6][CH2:5][CH2:4][CH2:3][CH2:2]2)[C:8]([O:10][C:11]([CH3:14])([CH3:13])[CH3:12])=[O:9])=[O:17])=[C:19]([NH:27][C:28]([NH:30][C:31]2[C:32]([CH3:39])=[CH:33][C:34]([CH3:38])=[CH:35][C:36]=2[CH3:37])=[O:29])[CH:20]=1. (4) Given the reactants COC([N:5]([C:23]1[C:32]([C:33]([O:35][CH3:36])=[O:34])=[C:31]2[C:26]([CH:27]3[CH2:37][CH:28]3[CH2:29][O:30]2)=[CH:25][CH:24]=1)[S:6]([C:9]1[CH:14]=[CH:13][C:12]([F:15])=[CH:11][C:10]=1[NH:16][C:17](=[O:22])[CH2:18][CH2:19][CH2:20]Cl)(=[O:8])=[O:7])=O.[CH3:38][NH:39][CH3:40], predict the reaction product. The product is: [CH3:38][N:39]([CH3:40])[CH2:20][CH2:19][CH2:18][C:17]([NH:16][C:10]1[CH:11]=[C:12]([F:15])[CH:13]=[CH:14][C:9]=1[S:6]([NH:5][C:23]1[C:32]([C:33]([O:35][CH3:36])=[O:34])=[C:31]2[C:26]([CH:27]3[CH2:37][CH:28]3[CH2:29][O:30]2)=[CH:25][CH:24]=1)(=[O:8])=[O:7])=[O:22].